This data is from Full USPTO retrosynthesis dataset with 1.9M reactions from patents (1976-2016). The task is: Predict the reactants needed to synthesize the given product. (1) Given the product [C:17]([O:21][C:22](=[O:26])[CH2:23][CH2:24][NH:25][C:12]([C:9]1[CH:10]=[C:11]2[C:6]([C:5]([Cl:15])=[CH:4][N:3]=[C:2]2[Cl:1])=[CH:7][CH:8]=1)=[O:13])([CH3:20])([CH3:19])[CH3:18], predict the reactants needed to synthesize it. The reactants are: [Cl:1][C:2]1[C:11]2[C:6](=[CH:7][CH:8]=[C:9]([C:12](Cl)=[O:13])[CH:10]=2)[C:5]([Cl:15])=[CH:4][N:3]=1.Cl.[C:17]([O:21][C:22](=[O:26])[CH2:23][CH2:24][NH2:25])([CH3:20])([CH3:19])[CH3:18].CCN(CC)CC. (2) Given the product [NH2:28][C@H:19]([C:20]([NH:22][C:23]1([CH2:26][OH:27])[CH2:25][CH2:24]1)=[O:21])[CH2:18][S:17][CH2:16][C@H:15]([NH:14][C:1](=[O:13])[CH2:2][CH2:3][CH2:4][CH2:5][CH2:6][CH2:7][CH2:8][CH2:9][CH2:10][CH2:11][CH3:12])[CH2:46][O:47][CH2:48][CH2:49][CH2:50][CH2:51][CH2:52][CH2:53][CH2:54][CH2:55][CH2:56][CH2:57][CH2:58][CH2:59][CH2:60][CH2:61][CH2:62][CH3:63], predict the reactants needed to synthesize it. The reactants are: [C:1]([NH:14][C@H:15]([CH2:46][O:47][CH2:48][CH2:49][CH2:50][CH2:51][CH2:52][CH2:53][CH2:54][CH2:55][CH2:56][CH2:57][CH2:58][CH2:59][CH2:60][CH2:61][CH2:62][CH3:63])[CH2:16][S:17][CH2:18][C@H:19]([NH:28]C(=O)OCC1C2C=CC=CC=2C2C1=CC=CC=2)[C:20]([NH:22][C:23]1([CH2:26][OH:27])[CH2:25][CH2:24]1)=[O:21])(=[O:13])[CH2:2][CH2:3][CH2:4][CH2:5][CH2:6][CH2:7][CH2:8][CH2:9][CH2:10][CH2:11][CH3:12].N1CCCCC1.C1(C)C=CC=CC=1. (3) The reactants are: [NH2:1][C:2]1[CH:11]=[CH:10][CH:9]=[C:8]2[C:3]=1[CH:4]=[CH:5][CH:6]=[N:7]2.C(N(CC)CC)C.[C:19](Cl)(=[O:22])[CH:20]=[CH2:21].O. Given the product [N:7]1[C:8]2[C:3](=[C:2]([NH:1][C:19](=[O:22])[CH:20]=[CH2:21])[CH:11]=[CH:10][CH:9]=2)[CH:4]=[CH:5][CH:6]=1, predict the reactants needed to synthesize it. (4) The reactants are: [CH3:1][S:2]([C:5]1[CH:10]=[CH:9][C:8]([C:11]2[N:16]=[CH:15][C:14]([O:17][CH2:18][CH:19]3[CH2:24][CH2:23][N:22]([C:25](OC(C)(C)C)=O)[CH2:21][CH2:20]3)=[CH:13][CH:12]=2)=[CH:7][CH:6]=1)(=[O:4])=[O:3].C(O)(C(F)(F)F)=O.ClC1[N:45]=[CH:44][C:43]([CH2:46][CH3:47])=[CH:42][N:41]=1. Given the product [CH2:46]([C:43]1[CH:42]=[N:41][C:25]([N:22]2[CH2:23][CH2:24][CH:19]([CH2:18][O:17][C:14]3[CH:15]=[N:16][C:11]([C:8]4[CH:9]=[CH:10][C:5]([S:2]([CH3:1])(=[O:3])=[O:4])=[CH:6][CH:7]=4)=[CH:12][CH:13]=3)[CH2:20][CH2:21]2)=[N:45][CH:44]=1)[CH3:47], predict the reactants needed to synthesize it.